This data is from NCI-60 drug combinations with 297,098 pairs across 59 cell lines. The task is: Regression. Given two drug SMILES strings and cell line genomic features, predict the synergy score measuring deviation from expected non-interaction effect. Drug 1: C1C(C(OC1N2C=C(C(=O)NC2=O)F)CO)O. Drug 2: C1CCC(C(C1)N)N.C(=O)(C(=O)[O-])[O-].[Pt+4]. Cell line: OVCAR-8. Synergy scores: CSS=32.1, Synergy_ZIP=-6.63, Synergy_Bliss=1.61, Synergy_Loewe=-1.01, Synergy_HSA=5.75.